This data is from HIV replication inhibition screening data with 41,000+ compounds from the AIDS Antiviral Screen. The task is: Binary Classification. Given a drug SMILES string, predict its activity (active/inactive) in a high-throughput screening assay against a specified biological target. (1) The molecule is O=C(O)C12C3CCC(CC3)C1(C(=O)O)C1CCC2C1. The result is 0 (inactive). (2) The molecule is FC(F)(F)C12C34C=CC5(CCC6(C=CC1(CC3)O6)C52C(F)(F)F)O4. The result is 0 (inactive). (3) The compound is Nc1nc(O)c2c(n1)Cc1c(O)nc(N)nc1C2. The result is 0 (inactive).